From a dataset of Forward reaction prediction with 1.9M reactions from USPTO patents (1976-2016). Predict the product of the given reaction. (1) Given the reactants CCN(CC)CC.[CH3:20][C:19]([O:18][C:16](O[C:16]([O:18][C:19]([CH3:22])([CH3:21])[CH3:20])=[O:17])=[O:17])([CH3:22])[CH3:21].[CH3:23][O:24][C:25](=[O:33])[CH2:26][CH2:27][CH:28]([NH2:32])[C:29]([OH:31])=[O:30], predict the reaction product. The product is: [C:19]([O:18][C:16]([NH:32][C@@H:28]([CH2:27][CH2:26][C:25]([O:24][CH3:23])=[O:33])[C:29]([OH:31])=[O:30])=[O:17])([CH3:20])([CH3:21])[CH3:22]. (2) The product is: [Cl:28][C:25]1[CH:24]=[CH:23][C:22]([CH2:21][C:9]2[C:10]([O:17][CH:18]([F:19])[F:20])=[N:11][C:12]3[C:7]([C:8]=2[CH3:29])=[C:6]([O:5][CH2:4][C:3]([OH:30])=[O:2])[CH:15]=[CH:14][C:13]=3[F:16])=[CH:27][CH:26]=1. Given the reactants C[O:2][C:3](=[O:30])[CH2:4][O:5][C:6]1[CH:15]=[CH:14][C:13]([F:16])=[C:12]2[C:7]=1[C:8]([CH3:29])=[C:9]([CH2:21][C:22]1[CH:27]=[CH:26][C:25]([Cl:28])=[CH:24][CH:23]=1)[C:10]([O:17][CH:18]([F:20])[F:19])=[N:11]2.O1CCCC1.[OH-].[Li+].Cl, predict the reaction product. (3) Given the reactants [F:1][C:2]1[CH:3]=[C:4]2[C:8](=[CH:9][CH:10]=1)[N:7]([CH2:11][C:12]1[O:13][C:14]([C:17]([F:20])([F:19])[F:18])=[CH:15][CH:16]=1)[C:6](=[O:21])[CH:5]2[C:22]1[C:27]([OH:28])=[CH:26][CH:25]=[C:24]([O:29][CH3:30])[N:23]=1.[CH2:31]=[O:32].O.[OH-].[Li+], predict the reaction product. The product is: [F:1][C:2]1[CH:3]=[C:4]2[C:8](=[CH:9][CH:10]=1)[N:7]([CH2:11][C:12]1[O:13][C:14]([C:17]([F:20])([F:18])[F:19])=[CH:15][CH:16]=1)[C:6](=[O:21])[C:5]2([C:22]1[C:27]([OH:28])=[CH:26][CH:25]=[C:24]([O:29][CH3:30])[N:23]=1)[CH2:31][OH:32]. (4) The product is: [NH2:8][CH2:9][CH2:10][C@H:11]([NH:31][C:32](=[O:38])[O:33][C:34]([CH3:37])([CH3:36])[CH3:35])[CH2:12][O:13][Si:14]([C:27]([CH3:30])([CH3:28])[CH3:29])([C:15]1[CH:20]=[CH:19][CH:18]=[CH:17][CH:16]=1)[C:21]1[CH:26]=[CH:25][CH:24]=[CH:23][CH:22]=1. Given the reactants C([NH:8][CH2:9][CH2:10][C@H:11]([NH:31][C:32](=[O:38])[O:33][C:34]([CH3:37])([CH3:36])[CH3:35])[CH2:12][O:13][Si:14]([C:27]([CH3:30])([CH3:29])[CH3:28])([C:21]1[CH:26]=[CH:25][CH:24]=[CH:23][CH:22]=1)[C:15]1[CH:20]=[CH:19][CH:18]=[CH:17][CH:16]=1)C1C=CC=CC=1.C([O-])=O.[NH4+], predict the reaction product. (5) Given the reactants [CH3:1][O:2][C:3]1[CH:8]=[CH:7][C:6]([O:9][CH3:10])=[CH:5][C:4]=1[F:11].[Li]CCCC.[CH:17](=[O:19])[CH3:18], predict the reaction product. The product is: [F:11][C:4]1[C:3]([O:2][CH3:1])=[CH:8][CH:7]=[C:6]([O:9][CH3:10])[C:5]=1[CH:17]([OH:19])[CH3:18]. (6) Given the reactants [NH2:1][C:2]1[C:3]([C:19]#[N:20])=[N:4][C:5]([C:9]2[CH:14]=[CH:13][C:12](=[O:15])[N:11]([CH:16]([CH3:18])[CH3:17])[N:10]=2)=[CH:6][N+:7]=1[O-].P(Cl)(Cl)([Cl:23])=O.O.[CH3:27][N:28]([CH:30]=O)[CH3:29], predict the reaction product. The product is: [Cl:23][C:6]1[N:7]=[C:2]([N:1]=[CH:27][N:28]([CH3:30])[CH3:29])[C:3]([C:19]#[N:20])=[N:4][C:5]=1[C:9]1[CH:14]=[CH:13][C:12](=[O:15])[N:11]([CH:16]([CH3:18])[CH3:17])[N:10]=1.